This data is from Full USPTO retrosynthesis dataset with 1.9M reactions from patents (1976-2016). The task is: Predict the reactants needed to synthesize the given product. (1) Given the product [C:1]([O:9][CH:10]([N:29]1[C:30]2[CH:36]=[CH:35][CH:34]=[CH:33][C:31]=2[N:32]=[C:28]1[S:27][CH2:26][C:15]1[C:14]([CH3:13])=[C:19]([O:20][CH2:21][C:22]([F:23])([F:24])[F:25])[CH:18]=[CH:17][N:16]=1)[CH3:11])(=[O:8])[C:2]1[CH:7]=[CH:6][CH:5]=[CH:4][CH:3]=1, predict the reactants needed to synthesize it. The reactants are: [C:1]([O:9][CH:10](Cl)[CH3:11])(=[O:8])[C:2]1[CH:7]=[CH:6][CH:5]=[CH:4][CH:3]=1.[CH3:13][C:14]1[C:15]([CH2:26][S:27][C:28]2[NH:29][C:30]3[CH:36]=[CH:35][CH:34]=[CH:33][C:31]=3[N:32]=2)=[N:16][CH:17]=[CH:18][C:19]=1[O:20][CH2:21][C:22]([F:25])([F:24])[F:23].[I-].[Na+].C(=O)([O-])[O-].[K+].[K+]. (2) Given the product [F:20][C:21]1[CH:28]=[CH:27][C:24]([CH2:25][O:13][CH:10]2[CH2:11][CH2:12][NH:8][CH2:9]2)=[CH:23][CH:22]=1, predict the reactants needed to synthesize it. The reactants are: C(OC([N:8]1[CH2:12][CH2:11][CH:10]([OH:13])[CH2:9]1)=O)(C)(C)C.CC(C)([O-])C.[K+].[F:20][C:21]1[CH:28]=[CH:27][C:24]([CH2:25]Br)=[CH:23][CH:22]=1.